Dataset: NCI-60 drug combinations with 297,098 pairs across 59 cell lines. Task: Regression. Given two drug SMILES strings and cell line genomic features, predict the synergy score measuring deviation from expected non-interaction effect. (1) Drug 1: CC1OCC2C(O1)C(C(C(O2)OC3C4COC(=O)C4C(C5=CC6=C(C=C35)OCO6)C7=CC(=C(C(=C7)OC)O)OC)O)O. Drug 2: COC1=CC(=CC(=C1O)OC)C2C3C(COC3=O)C(C4=CC5=C(C=C24)OCO5)OC6C(C(C7C(O6)COC(O7)C8=CC=CS8)O)O. Cell line: SK-MEL-2. Synergy scores: CSS=54.4, Synergy_ZIP=-1.59, Synergy_Bliss=0.685, Synergy_Loewe=-1.57, Synergy_HSA=6.17. (2) Drug 1: CC(C)(C#N)C1=CC(=CC(=C1)CN2C=NC=N2)C(C)(C)C#N. Drug 2: CCN(CC)CCCC(C)NC1=C2C=C(C=CC2=NC3=C1C=CC(=C3)Cl)OC. Cell line: NCIH23. Synergy scores: CSS=9.78, Synergy_ZIP=-3.93, Synergy_Bliss=3.98, Synergy_Loewe=-5.36, Synergy_HSA=-3.29. (3) Drug 1: CS(=O)(=O)CCNCC1=CC=C(O1)C2=CC3=C(C=C2)N=CN=C3NC4=CC(=C(C=C4)OCC5=CC(=CC=C5)F)Cl. Drug 2: CCN(CC)CCCC(C)NC1=C2C=C(C=CC2=NC3=C1C=CC(=C3)Cl)OC. Cell line: MDA-MB-435. Synergy scores: CSS=27.2, Synergy_ZIP=-2.76, Synergy_Bliss=4.28, Synergy_Loewe=4.67, Synergy_HSA=6.67. (4) Drug 1: C1=CC(=CC=C1C#N)C(C2=CC=C(C=C2)C#N)N3C=NC=N3. Drug 2: C1=CN(C(=O)N=C1N)C2C(C(C(O2)CO)O)O.Cl. Cell line: SK-OV-3. Synergy scores: CSS=16.5, Synergy_ZIP=-6.72, Synergy_Bliss=3.63, Synergy_Loewe=-7.79, Synergy_HSA=1.72. (5) Drug 1: C(=O)(N)NO. Drug 2: CC1CCCC2(C(O2)CC(NC(=O)CC(C(C(=O)C(C1O)C)(C)C)O)C(=CC3=CSC(=N3)C)C)C. Cell line: OVCAR-8. Synergy scores: CSS=52.1, Synergy_ZIP=5.95, Synergy_Bliss=4.49, Synergy_Loewe=-35.4, Synergy_HSA=2.71. (6) Cell line: SN12C. Drug 2: C(CCl)NC(=O)N(CCCl)N=O. Synergy scores: CSS=-0.385, Synergy_ZIP=2.69, Synergy_Bliss=2.20, Synergy_Loewe=-7.27, Synergy_HSA=-6.53. Drug 1: CC1=C(C=C(C=C1)NC(=O)C2=CC=C(C=C2)CN3CCN(CC3)C)NC4=NC=CC(=N4)C5=CN=CC=C5. (7) Drug 1: C1=CN(C=N1)CC(O)(P(=O)(O)O)P(=O)(O)O. Drug 2: CC(C)CN1C=NC2=C1C3=CC=CC=C3N=C2N. Cell line: M14. Synergy scores: CSS=2.79, Synergy_ZIP=-0.320, Synergy_Bliss=0.794, Synergy_Loewe=0.411, Synergy_HSA=-0.574.